Predict which catalyst facilitates the given reaction. From a dataset of Catalyst prediction with 721,799 reactions and 888 catalyst types from USPTO. (1) Reactant: [CH2:1]([O:8][C:9]([N:11]1[CH2:16][CH2:15][NH:14][C:13](=[O:17])[CH2:12]1)=[O:10])[C:2]1[CH:7]=[CH:6][CH:5]=[CH:4][CH:3]=1.F[B-](F)(F)F.[CH2:23]([O+](CC)CC)[CH3:24]. Product: [CH2:1]([O:8][C:9]([N:11]1[CH2:12][C:13]([O:17][CH2:23][CH3:24])=[N:14][CH2:15][CH2:16]1)=[O:10])[C:2]1[CH:3]=[CH:4][CH:5]=[CH:6][CH:7]=1. The catalyst class is: 4. (2) Reactant: O1CCOCC1.[NH3:7].[CH:8]1([C:11]2[CH:15]=[C:14]([CH2:16][NH:17][C:18]([C:20]3[C:25](=[O:26])[N:24]([C:27]4[CH:32]=[CH:31][CH:30]=[C:29]([C:33]([F:36])([F:35])[F:34])[CH:28]=4)[C:23]([CH3:37])=[C:22]([CH2:38][CH2:39][C:40](O)=[O:41])[CH:21]=3)=[O:19])[O:13][N:12]=2)[CH2:10][CH2:9]1. Product: [NH2:7][C:40](=[O:41])[CH2:39][CH2:38][C:22]1[CH:21]=[C:20]([C:18]([NH:17][CH2:16][C:14]2[O:13][N:12]=[C:11]([CH:8]3[CH2:10][CH2:9]3)[CH:15]=2)=[O:19])[C:25](=[O:26])[N:24]([C:27]2[CH:32]=[CH:31][CH:30]=[C:29]([C:33]([F:36])([F:35])[F:34])[CH:28]=2)[C:23]=1[CH3:37]. The catalyst class is: 5. (3) Reactant: [O:1]1[C:6]2[CH:7]=[CH:8][C:9]([S:11][C:12]3[CH:17]=[CH:16][C:15](/[CH:18]=[CH:19]/[C:20]([N:22]4[CH2:27][CH2:26][NH:25][CH2:24][CH:23]4[C:28]([O:30]C)=[O:29])=[O:21])=[CH:14][C:13]=3[C:32]([F:35])([F:34])[F:33])=[CH:10][C:5]=2[O:4][CH2:3][CH2:2]1.Cl[C:37]([O:39][CH3:40])=[O:38].N1C=CC=CC=1.[OH-].[Na+].CCO. Product: [O:1]1[C:6]2[CH:7]=[CH:8][C:9]([S:11][C:12]3[CH:17]=[CH:16][C:15](/[CH:18]=[CH:19]/[C:20]([N:22]4[CH2:27][CH2:26][N:25]([C:37]([O:39][CH3:40])=[O:38])[CH2:24][CH:23]4[C:28]([OH:30])=[O:29])=[O:21])=[CH:14][C:13]=3[C:32]([F:35])([F:33])[F:34])=[CH:10][C:5]=2[O:4][CH2:3][CH2:2]1. The catalyst class is: 34.